This data is from Forward reaction prediction with 1.9M reactions from USPTO patents (1976-2016). The task is: Predict the product of the given reaction. (1) Given the reactants C([O:3][C:4]([C@:6]1([CH3:31])[CH2:10][C@@H:9]([CH2:11][C:12]2[CH:17]=[CH:16][C:15]([C:18]3[CH:23]=[CH:22][CH:21]=[CH:20][CH:19]=3)=[CH:14][CH:13]=2)[N:8](C(=O)C(C)(C)C)[C:7]1=[O:30])=[O:5])C.[OH-].[Na+], predict the reaction product. The product is: [C:15]1([C:18]2[CH:19]=[CH:20][CH:21]=[CH:22][CH:23]=2)[CH:14]=[CH:13][C:12]([CH2:11][C@H:9]2[NH:8][C:7](=[O:30])[C@:6]([CH3:31])([C:4]([OH:5])=[O:3])[CH2:10]2)=[CH:17][CH:16]=1.[C:15]1([C:18]2[CH:19]=[CH:20][CH:21]=[CH:22][CH:23]=2)[CH:14]=[CH:13][C:12]([CH2:11][C@H:9]2[NH:8][C:7](=[O:30])[C@@:6]([CH3:31])([C:4]([OH:5])=[O:3])[CH2:10]2)=[CH:17][CH:16]=1. (2) Given the reactants [CH2:1]([N:3]1[C:7]2=[N:8][C:9]([CH2:62][CH3:63])=[C:10]([CH2:19][NH:20][C:21]([C:23]3[CH:24]=[C:25]([C:29]([NH:31][CH2:32][C:33]4[CH:34]=[C:35]([C:41]5[CH:46]=[CH:45][CH:44]=[C:43]([CH2:47][N:48]6[CH2:53][CH2:52][N:51](C(OC(C)(C)C)=O)[C@@H:50]([CH3:61])[CH2:49]6)[CH:42]=5)[CH:36]=[C:37]([O:39][CH3:40])[CH:38]=4)=[O:30])[CH:26]=[CH:27][CH:28]=3)=[O:22])[C:11]([NH:12][CH:13]3[CH2:18][CH2:17][O:16][CH2:15][CH2:14]3)=[C:6]2[CH:5]=[N:4]1)[CH3:2], predict the reaction product. The product is: [CH2:1]([N:3]1[C:7]2=[N:8][C:9]([CH2:62][CH3:63])=[C:10]([CH2:19][NH:20][C:21]([C:23]3[CH:28]=[CH:27][CH:26]=[C:25]([C:29]([NH:31][CH2:32][C:33]4[CH:34]=[C:35]([C:41]5[CH:46]=[CH:45][CH:44]=[C:43]([CH2:47][N:48]6[CH2:53][CH2:52][NH:51][C@@H:50]([CH3:61])[CH2:49]6)[CH:42]=5)[CH:36]=[C:37]([O:39][CH3:40])[CH:38]=4)=[O:30])[CH:24]=3)=[O:22])[C:11]([NH:12][CH:13]3[CH2:14][CH2:15][O:16][CH2:17][CH2:18]3)=[C:6]2[CH:5]=[N:4]1)[CH3:2]. (3) Given the reactants C(O)=O.[Cl:4][C:5]1[CH:10]=[CH:9][C:8]([C:11]2[C:15]3[CH2:16][N:17]([S:20]([CH3:23])(=[O:22])=[O:21])[CH2:18][CH2:19][C:14]=3[N:13]([CH2:24][CH2:25][CH2:26][N:27]3[CH2:32][CH2:31][O:30][CH2:29][CH2:28]3)[N:12]=2)=[CH:7][C:6]=1[C:33]#[C:34][C:35]1[CH:40]=[CH:39][C:38]([O:41][C:42]2[CH:47]=[CH:46][C:45](I)=[CH:44][CH:43]=2)=[CH:37][CH:36]=1.C1C=CC(P(C2C=CC=CC=2)C2C=CC=CC=2)=CC=1.C([O-])(O)=O.[Na+], predict the reaction product. The product is: [Cl:4][C:5]1[CH:10]=[CH:9][C:8]([C:11]2[C:15]3[CH2:16][N:17]([S:20]([CH3:23])(=[O:22])=[O:21])[CH2:18][CH2:19][C:14]=3[N:13]([CH2:24][CH2:25][CH2:26][N:27]3[CH2:32][CH2:31][O:30][CH2:29][CH2:28]3)[N:12]=2)=[CH:7][C:6]=1[C:33]#[C:34][C:35]1[CH:36]=[CH:37][C:38]([O:41][C:42]2[CH:43]=[CH:44][CH:45]=[CH:46][CH:47]=2)=[CH:39][CH:40]=1.